From a dataset of Full USPTO retrosynthesis dataset with 1.9M reactions from patents (1976-2016). Predict the reactants needed to synthesize the given product. (1) Given the product [F:8][C:9]1[CH:10]=[C:11]([NH:20][C:21]([C@H:23]2[C:32]3[C:27](=[CH:28][C:29]([O:33][CH3:34])=[CH:30][CH:31]=3)[CH2:26][CH2:25][N:24]2[C:35]([C@@H:37]2[CH2:40][C@H:39]([CH2:41][C:42]([OH:44])=[O:43])[CH2:38]2)=[O:36])=[O:22])[CH:12]=[C:13]([F:19])[C:14]=1[Si:15]([CH3:17])([CH3:18])[CH3:16], predict the reactants needed to synthesize it. The reactants are: C(O)(C(F)(F)F)=O.[F:8][C:9]1[CH:10]=[C:11]([NH:20][C:21]([C@H:23]2[C:32]3[C:27](=[CH:28][C:29]([O:33][CH3:34])=[CH:30][CH:31]=3)[CH2:26][CH2:25][N:24]2[C:35]([C@@H:37]2[CH2:40][C@H:39]([CH2:41][C:42]([O:44]C(C)(C)C)=[O:43])[CH2:38]2)=[O:36])=[O:22])[CH:12]=[C:13]([F:19])[C:14]=1[Si:15]([CH3:18])([CH3:17])[CH3:16].C(=O)([O-])O.[Na+]. (2) Given the product [CH2:16]([NH:18][C:2]1[C:7]([C:8]([O:10][CH2:11][CH3:12])=[O:9])=[C:6]([CH3:13])[N:5]=[C:4]([S:14][CH3:15])[N:3]=1)[CH3:17], predict the reactants needed to synthesize it. The reactants are: Cl[C:2]1[C:7]([C:8]([O:10][CH2:11][CH3:12])=[O:9])=[C:6]([CH3:13])[N:5]=[C:4]([S:14][CH3:15])[N:3]=1.[CH2:16]([N:18](CC)CC)[CH3:17].C(N)C. (3) Given the product [Br:19][C:20]1[CH:25]=[CH:24][C:23]([C:6]2[S:7][CH:8]=[CH:9][N:10]=2)=[CH:22][C:21]=1[O:27][CH3:28], predict the reactants needed to synthesize it. The reactants are: C([Sn](CCCC)(CCCC)[C:6]1[S:7][CH:8]=[CH:9][N:10]=1)CCC.[Br:19][C:20]1[CH:25]=[CH:24][C:23](I)=[CH:22][C:21]=1[O:27][CH3:28].[F-].[K+]. (4) Given the product [CH3:1][O:2][CH2:3][CH2:4][O:5][C:6]1[CH:11]=[CH:10][C:9]2[N:12]=[C:34]([C:33]3[CH:32]=[CH:31][C:30]([C:28]([NH:27][C:19]4[NH:18][C:26]5[C:21]([CH:20]=4)=[CH:22][CH:23]=[CH:24][CH:25]=5)=[O:29])=[CH:37][CH:36]=3)[NH:15][C:8]=2[CH:7]=1, predict the reactants needed to synthesize it. The reactants are: [CH3:1][O:2][CH2:3][CH2:4][O:5][C:6]1[CH:11]=[CH:10][C:9]([N+:12]([O-])=O)=[C:8]([N+:15]([O-])=O)[CH:7]=1.[NH:18]1[C:26]2[C:21](=[CH:22][CH:23]=[CH:24][CH:25]=2)[CH:20]=[C:19]1[NH:27][C:28]([C:30]1[CH:37]=[CH:36][C:33]([CH:34]=O)=[CH:32][CH:31]=1)=[O:29].